Dataset: Forward reaction prediction with 1.9M reactions from USPTO patents (1976-2016). Task: Predict the product of the given reaction. (1) The product is: [NH2:7][CH2:8]/[CH:9]=[CH:10]/[C:11]1[C:20]2[C:15](=[CH:16][C:17]3[CH:24]=[CH:23][CH:22]=[CH:21][C:18]=3[CH:19]=2)[C:14]2=[N:25][NH:26][C:27](=[O:28])[N:13]2[CH:12]=1.[C:30]([OH:36])([C:32]([F:35])([F:34])[F:33])=[O:31]. Given the reactants C(OC(=O)[NH:7][CH2:8]/[CH:9]=[CH:10]/[C:11]1[C:20]2[C:15](=[CH:16][C:17]3[CH:24]=[CH:23][CH:22]=[CH:21][C:18]=3[CH:19]=2)[C:14]2=[N:25][NH:26][C:27](=[O:28])[N:13]2[CH:12]=1)(C)(C)C.[C:30]([OH:36])([C:32]([F:35])([F:34])[F:33])=[O:31], predict the reaction product. (2) Given the reactants C(NC(C)C)(C)C.C([Li])CCC.[Li+].CC([N-]C(C)C)C.[O:21]1[CH2:26][CH2:25][CH2:24][CH2:23][CH:22]1[O:27][CH2:28][CH2:29][C:30]1[N:31]=[C:32]([NH:35][C:36](=[O:42])[O:37][C:38]([CH3:41])([CH3:40])[CH3:39])[S:33][CH:34]=1.[CH3:43][C:44]([CH3:46])=[O:45], predict the reaction product. The product is: [OH:45][C:44]([C:34]1[S:33][C:32]([NH:35][C:36](=[O:42])[O:37][C:38]([CH3:39])([CH3:41])[CH3:40])=[N:31][C:30]=1[CH2:29][CH2:28][O:27][CH:22]1[CH2:23][CH2:24][CH2:25][CH2:26][O:21]1)([CH3:46])[CH3:43]. (3) Given the reactants [H-].[Na+].C(O)(C)(C)C.[CH2:8]([O:15][C:16]1[CH:17]=[C:18]2[C:22](=[CH:23][CH:24]=1)[NH:21][CH:20]=[CH:19]2)[C:9]1[CH:14]=[CH:13][CH:12]=[CH:11][CH:10]=1.[F:25][C:26]1[CH:27]=[C:28]([C@H:32]2[O:34][C@@H:33]2[CH2:35][OH:36])[CH:29]=[CH:30][CH:31]=1, predict the reaction product. The product is: [CH2:8]([O:15][C:16]1[CH:17]=[C:18]2[C:22](=[CH:23][CH:24]=1)[N:21]([C@@H:32]([C:28]1[CH:29]=[CH:30][CH:31]=[C:26]([F:25])[CH:27]=1)[C@H:33]([OH:34])[CH2:35][OH:36])[CH:20]=[CH:19]2)[C:9]1[CH:10]=[CH:11][CH:12]=[CH:13][CH:14]=1. (4) Given the reactants [N:1]1([CH2:7][CH2:8][OH:9])[CH2:6][CH2:5][NH:4][CH2:3][CH2:2]1.[C:10](OC(=O)C)(=[O:12])[CH3:11], predict the reaction product. The product is: [OH:9][CH2:8][CH2:7][N:1]1[CH2:6][CH2:5][N:4]([C:10](=[O:12])[CH3:11])[CH2:3][CH2:2]1. (5) Given the reactants [F:1][C:2]1[CH:7]=[CH:6][C:5]([CH2:8][CH2:9]O)=[CH:4][CH:3]=1.P(Br)(Br)[Br:12], predict the reaction product. The product is: [F:1][C:2]1[CH:7]=[CH:6][C:5]([CH2:8][CH2:9][Br:12])=[CH:4][CH:3]=1. (6) Given the reactants [CH:1](=[O:6])[CH2:2][CH2:3][CH:4]=[CH2:5].[N+:7](/[CH:10]=[CH:11]/[C:12]1[CH:17]=[CH:16][CH:15]=[CH:14][CH:13]=1)([O-:9])=[O:8].CCOCC.[Na+].[Cl-], predict the reaction product. The product is: [N+:7]([CH2:10][C@@H:11]([C:12]1[CH:17]=[CH:16][CH:15]=[CH:14][CH:13]=1)[C:1](=[O:6])[CH2:2][CH2:3][CH:4]=[CH2:5])([O-:9])=[O:8].